From a dataset of Reaction yield outcomes from USPTO patents with 853,638 reactions. Predict the reaction yield, written as a fraction of the theoretical maximum amount of product (1.0 means a 100% yield; for example, 0.34 means a 34% yield). (1) The reactants are [F:1][C:2]1[CH:8]=[CH:7][C:5](N)=[CH:4][CH:3]=1.[C:9]([N:12]1[C:21]2[C:16](=[CH:17][C:18]([F:22])=[CH:19][CH:20]=2)[C@@H:15]([OH:23])[CH2:14][C@@H:13]1[CH3:24])(=[O:11])[CH3:10].FC1C=CC(O)=CC=1. No catalyst specified. The product is [C:9]([N:12]1[C:21]2[C:16](=[CH:17][C:18]([F:22])=[CH:19][CH:20]=2)[C@H:15]([O:23][C:5]2[CH:7]=[CH:8][C:2]([F:1])=[CH:3][CH:4]=2)[CH2:14][C@@H:13]1[CH3:24])(=[O:11])[CH3:10]. The yield is 0.610. (2) The reactants are [C:1]([O:5][C:6](=[O:46])[NH:7][CH:8]1[C:26](=[O:27])[N:25]2[CH:21]([CH2:22][CH:23]([O:28][Si](C(C)(C)C)(C)C)[CH2:24]2)[C:20](=[O:36])[NH:19][C:18]2([C:37]([NH:39][S:40]([CH:43]3[CH2:45][CH2:44]3)(=[O:42])=[O:41])=[O:38])[CH:16]([CH2:17]2)[CH:15]=[CH:14][CH2:13][CH2:12][CH2:11][CH2:10][CH2:9]1)([CH3:4])([CH3:3])[CH3:2].[F-].C([N+](CCCC)(CCCC)CCCC)CCC. The catalyst is C1COCC1. The product is [C:1]([O:5][C:6](=[O:46])[NH:7][CH:8]1[C:26](=[O:27])[N:25]2[CH:21]([CH2:22][CH:23]([OH:28])[CH2:24]2)[C:20](=[O:36])[NH:19][C:18]2([C:37]([NH:39][S:40]([CH:43]3[CH2:45][CH2:44]3)(=[O:41])=[O:42])=[O:38])[CH:16]([CH2:17]2)[CH:15]=[CH:14][CH2:13][CH2:12][CH2:11][CH2:10][CH2:9]1)([CH3:4])([CH3:2])[CH3:3]. The yield is 0.730.